This data is from Full USPTO retrosynthesis dataset with 1.9M reactions from patents (1976-2016). The task is: Predict the reactants needed to synthesize the given product. Given the product [Br:7][C:8]1[CH:9]=[C:10]2[C:11]([C:12](=[O:13])[NH:4][C:3]([O:2][CH3:1])=[N:5]2)=[CH:18][CH:19]=1, predict the reactants needed to synthesize it. The reactants are: [CH3:1][O:2][C:3]([NH2:5])=[NH:4].Cl.[Br:7][C:8]1[CH:9]=[C:10]2NC(=O)O[C:12](=[O:13])[C:11]2=[CH:18][CH:19]=1.[O-]CC.[Na+].O.